Dataset: Full USPTO retrosynthesis dataset with 1.9M reactions from patents (1976-2016). Task: Predict the reactants needed to synthesize the given product. (1) Given the product [O:31]=[C:15]1[N:16]([CH:25]2[CH2:26][CH2:27][O:28][CH2:29][CH2:30]2)[CH2:17][C@@H:18]([C:19]2[CH:24]=[CH:23][CH:22]=[CH:21][CH:20]=2)[N:14]1[CH:11]1[CH2:10][CH2:9][N:8]([CH2:7][C:6]2[CH:32]=[CH:33][C:3]([CH2:2][NH:1][C:41]([NH:40][C:34]3[CH:39]=[CH:38][CH:37]=[CH:36][CH:35]=3)=[O:42])=[CH:4][CH:5]=2)[CH2:13][CH2:12]1, predict the reactants needed to synthesize it. The reactants are: [NH2:1][CH2:2][C:3]1[CH:33]=[CH:32][C:6]([CH2:7][N:8]2[CH2:13][CH2:12][CH:11]([N:14]3[C@H:18]([C:19]4[CH:24]=[CH:23][CH:22]=[CH:21][CH:20]=4)[CH2:17][N:16]([CH:25]4[CH2:30][CH2:29][O:28][CH2:27][CH2:26]4)[C:15]3=[O:31])[CH2:10][CH2:9]2)=[CH:5][CH:4]=1.[C:34]1([N:40]=[C:41]=[O:42])[CH:39]=[CH:38][CH:37]=[CH:36][CH:35]=1. (2) Given the product [CH3:26][C:27]1[N:28]=[C:29]2[CH:34]=[CH:33][C:32]([C:2]3[C:3](=[O:25])[O:4][C:5]4[C:10]([CH:11]=3)=[CH:9][CH:8]=[C:7]([CH:12]3[CH2:13][CH2:14][N:15]([C:18]([O:20][C:21]([CH3:22])([CH3:23])[CH3:24])=[O:19])[CH2:16][CH2:17]3)[CH:6]=4)=[CH:31][N:30]2[CH:38]=1, predict the reactants needed to synthesize it. The reactants are: Br[C:2]1[C:3](=[O:25])[O:4][C:5]2[C:10]([CH:11]=1)=[CH:9][CH:8]=[C:7]([CH:12]1[CH2:17][CH2:16][N:15]([C:18]([O:20][C:21]([CH3:24])([CH3:23])[CH3:22])=[O:19])[CH2:14][CH2:13]1)[CH:6]=2.[CH3:26][C:27]1[N:28]=[C:29]2[CH:34]=[CH:33][C:32](B(O)O)=[CH:31][N:30]2[CH:38]=1.ClCCl.C([O-])([O-])=O.[K+].[K+]. (3) Given the product [CH2:1]([C:3]1[CH:8]=[CH:7][C:6]([C:9]2[N:13]([CH3:14])[N:12]=[C:11]([C:15](=[N:20][NH:19][C:21]([NH:23][C:24]3[CH:32]=[CH:31][C:27]([C:28]([OH:30])=[O:29])=[CH:26][CH:25]=3)=[S:22])[CH3:16])[C:10]=2[OH:18])=[CH:5][CH:4]=1)[CH3:2], predict the reactants needed to synthesize it. The reactants are: [CH2:1]([C:3]1[CH:8]=[CH:7][C:6]([C:9]2[N:13]([CH3:14])[N:12]=[C:11]([C:15](=O)[CH3:16])[C:10]=2[OH:18])=[CH:5][CH:4]=1)[CH3:2].[NH:19]([C:21]([NH:23][C:24]1[CH:32]=[CH:31][C:27]([C:28]([OH:30])=[O:29])=[CH:26][CH:25]=1)=[S:22])[NH2:20].CN(C)C=O. (4) Given the product [Cl:1][C:2]1[CH:10]=[C:9]2[C:5]([CH:6]([CH:13]3[CH2:17][CH2:16][CH2:15][CH2:14]3)[C:7](=[O:11])[NH:8]2)=[CH:4][CH:3]=1, predict the reactants needed to synthesize it. The reactants are: [Cl:1][C:2]1[CH:10]=[C:9]2[C:5]([C:6]([CH:13]3[CH2:17][CH2:16][CH2:15][CH2:14]3)(O)[C:7](=[O:11])[NH:8]2)=[CH:4][CH:3]=1.C([SiH](CC)CC)C.FC(F)(F)C(O)=O.C(=O)([O-])[O-].[K+].[K+].